Dataset: Catalyst prediction with 721,799 reactions and 888 catalyst types from USPTO. Task: Predict which catalyst facilitates the given reaction. (1) Reactant: [O:1]=[C:2]1[CH2:7][CH2:6][CH:5]([C:8]([O:10][CH2:11][CH3:12])=[O:9])[CH2:4][CH2:3]1.[C:13]1([C:15](=[CH:17][CH:18]=[CH:19][CH:20]=1)O)[OH:14].O.C1(C)C=CC(S(O)(=O)=O)=CC=1. Product: [C:2]12([O:14][C:13]3[CH:15]=[CH:17][CH:18]=[CH:19][C:20]=3[O:1]1)[CH2:7][CH2:6][CH:5]([C:8]([O:10][CH2:11][CH3:12])=[O:9])[CH2:4][CH2:3]2. The catalyst class is: 715. (2) Reactant: C[S-].[Na+].C[O:5][C:6]1[C:7]([CH:16]2[CH2:21][C:20]([CH3:35])([S:22]([C:25]3[CH:30]=[CH:29][CH:28]=[C:27]([C:31]([F:34])([F:33])[F:32])[CH:26]=3)(=[O:24])=[O:23])[CH2:19][CH2:18][O:17]2)=[N:8][CH:9]=[C:10]([S:12]([CH3:15])(=[O:14])=[O:13])[CH:11]=1.O.Cl. Product: [CH3:35][C:20]1([S:22]([C:25]2[CH:30]=[CH:29][CH:28]=[C:27]([C:31]([F:34])([F:32])[F:33])[CH:26]=2)(=[O:23])=[O:24])[CH2:19][CH2:18][O:17][CH:16]([C:7]2[C:6]([OH:5])=[CH:11][C:10]([S:12]([CH3:15])(=[O:13])=[O:14])=[CH:9][N:8]=2)[CH2:21]1. The catalyst class is: 3. (3) Reactant: [NH2:1][C:2]([C:6]1[CH:11]=[CH:10][CH:9]=[C:8]([Br:12])[CH:7]=1)([CH3:5])[CH2:3][OH:4].C(N(CC)CC)C.[Cl:20][CH2:21][C:22](Cl)=[O:23]. Product: [Br:12][C:8]1[CH:7]=[C:6]([C:2]([NH:1][C:22](=[O:23])[CH2:21][Cl:20])([CH3:5])[CH2:3][OH:4])[CH:11]=[CH:10][CH:9]=1. The catalyst class is: 10. (4) The catalyst class is: 183. Reactant: [F:1][C:2]1[CH:3]=[C:4]([C:9]2[NH:10][C:11]([CH3:21])=[C:12]([CH2:14][C:15]([CH3:20])([N+:17]([O-])=O)[CH3:16])[N:13]=2)[CH:5]=[CH:6][C:7]=1[CH3:8]. Product: [F:1][C:2]1[CH:3]=[C:4]([C:9]2[NH:10][C:11]([CH3:21])=[C:12]([CH2:14][C:15]([NH2:17])([CH3:16])[CH3:20])[N:13]=2)[CH:5]=[CH:6][C:7]=1[CH3:8].